Dataset: Reaction yield outcomes from USPTO patents with 853,638 reactions. Task: Predict the reaction yield, written as a fraction of the theoretical maximum amount of product (1.0 means a 100% yield; for example, 0.34 means a 34% yield). (1) The reactants are [Br:1][C:2]1[CH:25]=[CH:24][C:5]([CH2:6][CH2:7][C:8]2[S:9][C:10]3[N:11]=[C:12]([NH2:23])[N:13]=[C:14]([N:17]4[CH2:22][CH2:21][NH:20][CH2:19][CH2:18]4)[C:15]=3[N:16]=2)=[CH:4][CH:3]=1.[Cl:26][C:27]1[CH:37]=[CH:36][C:30]([O:31][CH2:32][C:33](O)=[O:34])=[CH:29][CH:28]=1. No catalyst specified. The product is [NH2:23][C:12]1[N:13]=[C:14]([N:17]2[CH2:18][CH2:19][N:20]([C:33](=[O:34])[CH2:32][O:31][C:30]3[CH:36]=[CH:37][C:27]([Cl:26])=[CH:28][CH:29]=3)[CH2:21][CH2:22]2)[C:15]2[N:16]=[C:8]([CH2:7][CH2:6][C:5]3[CH:24]=[CH:25][C:2]([Br:1])=[CH:3][CH:4]=3)[S:9][C:10]=2[N:11]=1. The yield is 0.290. (2) The reactants are [C:1]([N:4]1[C:8]2=[CH:9][CH:10]=[C:11]3[C:16]([N:15]=[C:14]([CH:17]([CH3:19])[CH3:18])[N:13]([C:20]4[CH:25]=[CH:24][C:23]([Cl:26])=[CH:22][CH:21]=4)[C:12]3=[O:27])=[C:7]2[C:6](=[CH2:28])[CH2:5]1)(=[O:3])[CH3:2].C12(CS(O)(=O)=O)C(C)(C)C(CC1)CC2=O. The catalyst is C(Cl)Cl.O.C(OCC)(=O)C. The product is [C:1]([N:4]1[C:8]2=[CH:9][CH:10]=[C:11]3[C:16]([N:15]=[C:14]([CH:17]([CH3:19])[CH3:18])[N:13]([C:20]4[CH:21]=[CH:22][C:23]([Cl:26])=[CH:24][CH:25]=4)[C:12]3=[O:27])=[C:7]2[C:6]([CH3:28])=[CH:5]1)(=[O:3])[CH3:2]. The yield is 1.00.